From a dataset of Forward reaction prediction with 1.9M reactions from USPTO patents (1976-2016). Predict the product of the given reaction. (1) Given the reactants [Br:1][C:2]1[CH:3]=[C:4]([N+:18]([O-:20])=[O:19])[C:5](C2C=CC(C(OC)=O)=CC=2)=[N:6][CH:7]=1.[F:21][C:22]1[CH:27]=[CH:26][C:25]([S:28]([CH3:31])(=[O:30])=[O:29])=[CH:24][C:23]=1B1OC(C)(C)C(C)(C)O1, predict the reaction product. The product is: [Br:1][C:2]1[CH:3]=[C:4]([N+:18]([O-:20])=[O:19])[C:5]([C:23]2[CH:24]=[C:25]([S:28]([CH3:31])(=[O:29])=[O:30])[CH:26]=[CH:27][C:22]=2[F:21])=[N:6][CH:7]=1. (2) Given the reactants [Cl:1][C:2]1[C:7]([O:8][CH3:9])=[CH:6][C:5]([O:10][CH3:11])=[C:4]([Cl:12])[C:3]=1[NH2:13].Cl[C:15](Cl)([O:17]C(=O)OC(Cl)(Cl)Cl)Cl, predict the reaction product. The product is: [Cl:1][C:2]1[C:3]([N:13]=[C:15]=[O:17])=[C:4]([Cl:12])[C:5]([O:10][CH3:11])=[CH:6][C:7]=1[O:8][CH3:9]. (3) Given the reactants Cl[C:2]1[N:7]=[C:6]([NH:8][C:9]2[CH:14]=[CH:13][CH:12]=[CH:11][C:10]=2[S:15]([CH:18]([CH3:20])[CH3:19])(=[O:17])=[O:16])[C:5]([Cl:21])=[CH:4][N:3]=1.[CH3:22][P:23]([C:26]1[CH:32]=[CH:31][C:29]([NH2:30])=[C:28]([O:33][C:34]([F:37])([F:36])[F:35])[CH:27]=1)([CH3:25])=[O:24].[OH-].[Na+], predict the reaction product. The product is: [Cl:21][C:5]1[C:6]([NH:8][C:9]2[CH:14]=[CH:13][CH:12]=[CH:11][C:10]=2[S:15]([CH:18]([CH3:20])[CH3:19])(=[O:17])=[O:16])=[N:7][C:2]([NH:30][C:29]2[CH:31]=[CH:32][C:26]([P:23]([CH3:25])([CH3:22])=[O:24])=[CH:27][C:28]=2[O:33][C:34]([F:37])([F:35])[F:36])=[N:3][CH:4]=1. (4) Given the reactants [Cl:1][C:2]1[N:10]=[C:9]2[C:5]([N:6]=[CH:7][NH:8]2)=[C:4](Cl)[N:3]=1.Cl.[CH3:13][O:14][C:15](=[O:24])[C:16]1[CH:21]=[CH:20][C:19]([CH2:22][NH2:23])=[CH:18][CH:17]=1.C([O-])(O)=O.[Na+], predict the reaction product. The product is: [CH3:13][O:14][C:15](=[O:24])[C:16]1[CH:21]=[CH:20][C:19]([CH2:22][NH:23][C:4]2[N:3]=[C:2]([Cl:1])[N:10]=[C:9]3[C:5]=2[N:6]=[CH:7][NH:8]3)=[CH:18][CH:17]=1. (5) Given the reactants [CH3:1][O:2][C:3]1[CH:4]=[C:5]([CH:9]=[CH:10][C:11]=1[N:12]1[CH:16]=[C:15]([CH3:17])[N:14]=[CH:13]1)[C:6](O)=[O:7].O.[NH2:19][NH2:20], predict the reaction product. The product is: [CH3:1][O:2][C:3]1[CH:4]=[C:5]([CH:9]=[CH:10][C:11]=1[N:12]1[CH:16]=[C:15]([CH3:17])[N:14]=[CH:13]1)[C:6]([NH:19][NH2:20])=[O:7].